Task: Predict the reactants needed to synthesize the given product.. Dataset: Full USPTO retrosynthesis dataset with 1.9M reactions from patents (1976-2016) (1) Given the product [C:1]([C:3]1([NH:6][C:7]([C@@H:9]2[CH2:13][C@@H:12]([S:14]([C:17]3[CH:22]=[CH:21][C:20]([N:42]4[CH2:43][C:40]([F:44])([F:39])[CH2:41]4)=[CH:19][C:18]=3[C:24]([F:25])([F:27])[F:26])(=[O:16])=[O:15])[CH2:11][N:10]2[C:28]2[N:29]([CH:34]3[CH2:35][CH2:36][CH2:37]3)[N:30]=[C:31]([CH3:33])[CH:32]=2)=[O:8])[CH2:5][CH2:4]1)#[N:2], predict the reactants needed to synthesize it. The reactants are: [C:1]([C:3]1([NH:6][C:7]([C@@H:9]2[CH2:13][C@@H:12]([S:14]([C:17]3[CH:22]=[CH:21][C:20](F)=[CH:19][C:18]=3[C:24]([F:27])([F:26])[F:25])(=[O:16])=[O:15])[CH2:11][N:10]2[C:28]2[N:29]([CH:34]3[CH2:37][CH2:36][CH2:35]3)[N:30]=[C:31]([CH3:33])[CH:32]=2)=[O:8])[CH2:5][CH2:4]1)#[N:2].Cl.[F:39][C:40]1([F:44])[CH2:43][NH:42][CH2:41]1. (2) Given the product [CH:31]([N:14]([CH2:13][C@H:11]1[C@H:10]([NH:34][S:44]([CH2:43][C:39]2[CH:40]=[CH:41][CH:42]=[C:37]([O:36][CH3:35])[CH:38]=2)(=[O:46])=[O:45])[CH2:9][NH:8][CH2:12]1)[C:15](=[O:30])[C:16]1[CH:21]=[CH:20][C:19]([O:22][CH3:23])=[C:18]([O:24][CH2:25][CH2:26][CH2:27][O:28][CH3:29])[CH:17]=1)([CH3:33])[CH3:32], predict the reactants needed to synthesize it. The reactants are: C(OC([N:8]1[CH2:12][C@@H:11]([CH2:13][N:14]([CH:31]([CH3:33])[CH3:32])[C:15](=[O:30])[C:16]2[CH:21]=[CH:20][C:19]([O:22][CH3:23])=[C:18]([O:24][CH2:25][CH2:26][CH2:27][O:28][CH3:29])[CH:17]=2)[C@H:10]([NH2:34])[CH2:9]1)=O)(C)(C)C.[CH3:35][O:36][C:37]1[CH:38]=[C:39]([CH2:43][S:44](Cl)(=[O:46])=[O:45])[CH:40]=[CH:41][CH:42]=1.CC#N.O.CC#N. (3) Given the product [N:1]1[CH:6]=[CH:5][CH:4]=[C:3]([N:7]2[CH2:8][CH2:9][N:10]([CH2:14][C:15]#[N:16])[CH2:11][CH2:12]2)[CH:2]=1, predict the reactants needed to synthesize it. The reactants are: [N:1]1[CH:6]=[CH:5][CH:4]=[C:3]([N:7]2[CH2:12][CH2:11][NH:10][CH2:9][CH2:8]2)[CH:2]=1.Br[CH2:14][C:15]#[N:16]. (4) Given the product [Cl:1][C:2]1[CH:16]=[C:15]2[C:5]([C:6]([OH:23])=[C:7]([C:18]([NH:35][CH2:36][C:37]([O:39][C:40]([CH3:43])([CH3:42])[CH3:41])=[O:38])=[O:19])[C:8](=[O:17])[C:9]32[CH2:10][CH2:11][O:12][CH2:13][CH2:14]3)=[CH:4][C:3]=1[F:24], predict the reactants needed to synthesize it. The reactants are: [Cl:1][C:2]1[CH:16]=[C:15]2[C:5]([C:6]([OH:23])=[C:7]([C:18](OCC)=[O:19])[C:8](=[O:17])[C:9]32[CH2:14][CH2:13][O:12][CH2:11][CH2:10]3)=[CH:4][C:3]=1[F:24].C(N(C(C)C)C(C)C)C.Cl.[NH2:35][CH2:36][C:37]([O:39][C:40]([CH3:43])([CH3:42])[CH3:41])=[O:38]. (5) The reactants are: [C:1](=[O:22])([O:3][C@@H:4]([CH:8]([C:18]([CH3:21])([CH3:20])[CH3:19])[C:9]1[C:17]2[C:12](=[CH:13][CH:14]=[CH:15][CH:16]=2)[NH:11][CH:10]=1)[C:5]([NH2:7])=O)[NH2:2].C(=O)([O-])O.[Na+].P12(SP3(SP(SP(S3)(S1)=S)(=S)S2)=S)=[S:29]. Given the product [C:1](=[O:22])([O:3][C@@H:4]([CH:8]([C:18]([CH3:21])([CH3:20])[CH3:19])[C:9]1[C:17]2[C:12](=[CH:13][CH:14]=[CH:15][CH:16]=2)[NH:11][CH:10]=1)[C:5]([NH2:7])=[S:29])[NH2:2], predict the reactants needed to synthesize it. (6) Given the product [OH:16][CH:13]([CH2:14][OH:15])[CH2:12][NH:11][C:9]([C:8]1[C:17]([I:24])=[C:18]([N:21]([CH2:32][CH:33]([OH:67])[CH2:34][NH:35][C:42]2[C:55]([I:56])=[C:46]([C:47]([NH:49][CH2:50][CH:51]([OH:54])[CH2:52][OH:53])=[O:48])[C:45]([I:57])=[C:44]([C:43]=2[I:66])[C:58]([NH:60][CH2:61][CH:62]([OH:65])[CH2:63][OH:64])=[O:59])[CH:22]=[O:23])[C:19]([I:20])=[C:6]([C:5](=[O:26])[NH:4][CH2:3][CH:2]([OH:1])[CH2:27][OH:28])[C:7]=1[I:25])=[O:10], predict the reactants needed to synthesize it. The reactants are: [OH:1][CH:2]([CH2:27][OH:28])[CH2:3][NH:4][C:5](=[O:26])[C:6]1[C:19]([I:20])=[C:18]([NH:21][CH:22]=[O:23])[C:17]([I:24])=[C:8]([C:9]([NH:11][CH2:12][CH:13]([OH:16])[CH2:14][OH:15])=[O:10])[C:7]=1[I:25].[OH-].[K+].Br[CH2:32][CH:33]([OH:67])[CH2:34][N:35]([C:42]1[C:43]([I:66])=[C:44]([C:58]([NH:60][CH2:61][CH:62]([OH:65])[CH2:63][OH:64])=[O:59])[C:45]([I:57])=[C:46]([C:55]=1[I:56])[C:47]([NH:49][CH2:50][CH:51]([OH:54])[CH2:52][OH:53])=[O:48])C(=O)C(F)(F)F.C(#N)C. (7) Given the product [CH:1]([N:4]1[C@H:8]2[CH2:9][CH2:10][CH2:11][CH2:12][C@@H:7]2[N:6]([CH:13]2[CH2:14][CH2:15][NH:16][CH2:17][CH2:18]2)[C:5]1=[O:26])([CH3:3])[CH3:2], predict the reactants needed to synthesize it. The reactants are: [CH:1]([N:4]1[C@H:8]2[CH2:9][CH2:10][CH2:11][CH2:12][C@@H:7]2[N:6]([CH:13]2[CH2:18][CH2:17][N:16](C(OC(C)(C)C)=O)[CH2:15][CH2:14]2)[C:5]1=[O:26])([CH3:3])[CH3:2].Cl. (8) Given the product [O:7]1[C:8]2[CH:9]=[CH:10][CH:12]=[CH:26][C:25]=2[C:14]([C:20]([O:21][CH2:1][CH3:2])=[O:23])=[N:5]1, predict the reactants needed to synthesize it. The reactants are: [C:1]([O-])(=O)[CH3:2].[N+:5]([O-])([O:7][CH2:8][CH2:9][CH:10]([CH3:12])C)=O.[CH3:14][O-].[Na+].Cl.[H-].[Na+].[C:20](=[O:23])(O)[O-:21].[Na+].[CH2:25](O)[CH3:26]. (9) Given the product [CH2:24]([O:23][C:21](=[O:22])[C:20]1[CH:26]=[CH:27][C:17]([C:2]#[C:1][C:3]2[CH:15]=[CH:14][C:6]3[O:7][CH2:8][C:9]([CH3:12])([CH3:13])[CH2:10][O:11][C:5]=3[CH:4]=2)=[N:18][CH:19]=1)[CH3:25], predict the reactants needed to synthesize it. The reactants are: [C:1]([C:3]1[CH:15]=[CH:14][C:6]2[O:7][CH2:8][C:9]([CH3:13])([CH3:12])[CH2:10][O:11][C:5]=2[CH:4]=1)#[CH:2].Cl[C:17]1[CH:27]=[CH:26][C:20]([C:21]([O:23][CH2:24][CH3:25])=[O:22])=[CH:19][N:18]=1. (10) Given the product [CH:33]1([C:18]2[C:17]([CH2:16][O:15][C:12]3[CH:13]=[CH:14][C:9]([O:8][C:5]([CH3:7])([CH3:6])[C:4]([OH:36])=[O:3])=[CH:10][CH:11]=3)=[CH:22][N:21]=[C:20]([C:23]3[CH:28]=[CH:27][C:26]([C:29]([F:31])([F:32])[F:30])=[CH:25][CH:24]=3)[N:19]=2)[CH2:35][CH2:34]1, predict the reactants needed to synthesize it. The reactants are: C([O:3][C:4](=[O:36])[C:5]([O:8][C:9]1[CH:14]=[CH:13][C:12]([O:15][CH2:16][C:17]2[C:18]([CH:33]3[CH2:35][CH2:34]3)=[N:19][C:20]([C:23]3[CH:28]=[CH:27][C:26]([C:29]([F:32])([F:31])[F:30])=[CH:25][CH:24]=3)=[N:21][CH:22]=2)=[CH:11][CH:10]=1)([CH3:7])[CH3:6])C.[Li+].[OH-].